From a dataset of Forward reaction prediction with 1.9M reactions from USPTO patents (1976-2016). Predict the product of the given reaction. (1) Given the reactants [Br:1][C:2]1[CH:6]=[C:5]([N:7]2[CH2:12][CH2:11][CH2:10][CH2:9][CH:8]2[CH2:13][OH:14])[S:4][C:3]=1[C:15]#[N:16].ClCCl.[Cl-], predict the reaction product. The product is: [Br:1][C:2]1[CH:6]=[C:5]([N:7]2[CH2:12][CH2:11][CH2:10][CH2:9][CH:8]2[CH:13]=[O:14])[S:4][C:3]=1[C:15]#[N:16]. (2) The product is: [Br:1][C:2]1[CH:7]=[CH:6][C:5]([C:15]2[S:16][CH:17]=[CH:18][CH:19]=2)=[CH:4][C:3]=1[Cl:9]. Given the reactants [Br:1][C:2]1[CH:7]=[CH:6][C:5](I)=[CH:4][C:3]=1[Cl:9].C([Sn](CCCC)(CCCC)[C:15]1[S:16][CH:17]=[CH:18][CH:19]=1)CCC.CCOC(C)=O.CCCCCC, predict the reaction product. (3) Given the reactants [C:1]([NH:11][C@@H:12]([C:16]([OH:18])=O)[CH:13]([CH3:15])[CH3:14])([O:3][CH2:4][C:5]1[CH:10]=[CH:9][CH:8]=[CH:7][CH:6]=1)=[O:2].CN1CCOCC1.ClC(OCC(C)C)=O.[NH2:34][CH2:35][CH:36]([O:39][CH3:40])[O:37][CH3:38], predict the reaction product. The product is: [CH2:4]([O:3][C:1](=[O:2])[NH:11][C@H:12]([CH:13]([CH3:14])[CH3:15])[C:16]([NH:34][CH2:35][CH:36]([O:39][CH3:40])[O:37][CH3:38])=[O:18])[C:5]1[CH:6]=[CH:7][CH:8]=[CH:9][CH:10]=1. (4) Given the reactants [C:1]([O:5][C:6](=[O:26])[CH2:7][NH:8][C:9]1[CH:14]=[CH:13][C:12]([NH:15][C:16]([O:18][C:19]([CH3:22])([CH3:21])[CH3:20])=[O:17])=[CH:11][C:10]=1[N+:23]([O-])=O)([CH3:4])([CH3:3])[CH3:2], predict the reaction product. The product is: [C:1]([O:5][C:6](=[O:26])[CH2:7][NH:8][C:9]1[CH:14]=[CH:13][C:12]([NH:15][C:16]([O:18][C:19]([CH3:22])([CH3:21])[CH3:20])=[O:17])=[CH:11][C:10]=1[NH2:23])([CH3:2])([CH3:4])[CH3:3]. (5) Given the reactants [O:1]=[C:2]1[C:10]2[C:5](=[CH:6][C:7]([O:11][C:12]3[CH:17]=[CH:16][CH:15]=[CH:14][CH:13]=3)=[CH:8][CH:9]=2)[C:4](=[O:18])[N:3]1[C:19]1[CH:34]=[CH:33][C:22](C(NCCN2CCCC2)=O)=[C:21]([O:35]COC)[CH:20]=1.[F:39][C:40]([F:45])([F:44])[C:41]([OH:43])=[O:42], predict the reaction product. The product is: [OH:35][C:21]1[CH:20]=[C:19]([N:3]2[C:4](=[O:18])[C:5]3[C:10](=[CH:9][CH:8]=[C:7]([O:11][C:12]4[CH:17]=[CH:16][CH:15]=[CH:14][CH:13]=4)[CH:6]=3)[C:2]2=[O:1])[CH:34]=[CH:33][C:22]=1[O:43][CH2:41][CH2:40][N:3]1[CH2:4][CH2:5][CH2:10][CH2:2]1.[F:39][C:40]([F:45])([F:44])[C:41]([O-:43])=[O:42]. (6) Given the reactants [F:1][C:2]([F:12])([F:11])[C:3]1[CH:10]=[CH:9][C:6]([CH:7]=O)=[CH:5][CH:4]=1.[CH3:13][C:14]1([CH3:22])[O:21][C:19](=[O:20])[CH2:18][C:16](=[O:17])[O:15]1.N1CCCC1C(O)=O.[CH3:31][S:32][CH2:33][C:34]1[CH:35]=[CH:36][CH:37]=[C:38]2[C:42]=1[NH:41][CH:40]=[CH:39]2, predict the reaction product. The product is: [CH3:13][C:14]1([CH3:22])[O:21][C:19](=[O:20])[CH:18]([CH:7]([C:39]2[C:38]3[C:42](=[C:34]([CH2:33][S:32][CH3:31])[CH:35]=[CH:36][CH:37]=3)[NH:41][CH:40]=2)[C:6]2[CH:9]=[CH:10][C:3]([C:2]([F:12])([F:11])[F:1])=[CH:4][CH:5]=2)[C:16](=[O:17])[O:15]1. (7) The product is: [CH3:49][C:18]([CH3:17])([CH3:50])[CH2:19][N:20]1[C:24]2[CH:25]=[CH:26][C:27]([O:32][CH2:2][CH2:3][CH2:4][CH2:5][O:6][C:7]3[CH:16]=[CH:15][C:10]([C:11]([OH:13])=[O:12])=[CH:9][CH:8]=3)=[C:28]([CH2:29][CH2:30][CH3:31])[C:23]=2[NH:22][NH:21]1. Given the reactants Br[CH2:2][CH2:3][CH2:4][CH2:5][O:6][C:7]1[CH:16]=[CH:15][C:10]([C:11]([O:13]C)=[O:12])=[CH:9][CH:8]=1.[CH3:17][C:18]([CH3:50])([CH3:49])[CH2:19][N:20]1[C:24]2[CH:25]=[CH:26][C:27]([O:32]CCCCOC3C=CC(C4NN=NN=4)=CC=3)=[C:28]([CH2:29][CH2:30][CH3:31])[C:23]=2[N:22]=[N:21]1, predict the reaction product.